Dataset: Full USPTO retrosynthesis dataset with 1.9M reactions from patents (1976-2016). Task: Predict the reactants needed to synthesize the given product. Given the product [Cl:20][C:15]1[CH:14]=[C:13]([NH:12][C:11]([N:9]2[C@@H:8]([CH3:22])[C:7](=[O:23])[N:6]([CH2:24][CH2:25][CH2:26][C:27]([N:29]3[CH2:36][CH2:35][C:32]4([CH2:33][CH2:34]4)[C@H:31]([OH:37])[CH2:30]3)=[O:28])[CH:5]([C:3]([OH:4])=[O:2])[CH2:10]2)=[O:21])[CH:18]=[CH:17][C:16]=1[Cl:19], predict the reactants needed to synthesize it. The reactants are: C[O:2][C:3]([C@@H:5]1[CH2:10][N:9]([C:11](=[O:21])[NH:12][C:13]2[CH:18]=[CH:17][C:16]([Cl:19])=[C:15]([Cl:20])[CH:14]=2)[CH:8]([CH3:22])[C:7](=[O:23])[N:6]1[CH2:24][CH2:25][CH2:26][C:27]([N:29]1[CH2:36][CH2:35][C:32]2([CH2:34][CH2:33]2)[C@H:31]([OH:37])[CH2:30]1)=[O:28])=[O:4].O.[OH-].[Li+].